This data is from CYP3A4 inhibition data for predicting drug metabolism from PubChem BioAssay. The task is: Regression/Classification. Given a drug SMILES string, predict its absorption, distribution, metabolism, or excretion properties. Task type varies by dataset: regression for continuous measurements (e.g., permeability, clearance, half-life) or binary classification for categorical outcomes (e.g., BBB penetration, CYP inhibition). Dataset: cyp3a4_veith. (1) The result is 0 (non-inhibitor). The molecule is NC(=O)NO. (2) The molecule is COc1ccc(C(=O)NCC(c2ccc(F)cc2)N2CCOCC2)cc1S(=O)(=O)N1CCCC1. The result is 0 (non-inhibitor). (3) The drug is COCCN1CN=C(Nc2nc3ccccc3s2)NC1. The result is 0 (non-inhibitor). (4) The compound is COc1ccc(NC(=O)c2ccc(-n3cccn3)nc2)c(OC)c1. The result is 0 (non-inhibitor). (5) The compound is CN(C)CCCO[C@H]1[C@@H]2OC(C)(C)O[C@@H]2O[C@@H]1[C@H](O)CO. The result is 0 (non-inhibitor).